This data is from Forward reaction prediction with 1.9M reactions from USPTO patents (1976-2016). The task is: Predict the product of the given reaction. Given the reactants Br[C:2]1[CH:3]=[C:4]([OH:8])[CH:5]=[N:6][CH:7]=1.[CH3:9][Si:10]([CH3:14])([CH3:13])[C:11]#[CH:12].C1(P(C2C=CC=CC=2)C2C=CC=CC=2)C=CC=CC=1.C(N(CC)CC)C, predict the reaction product. The product is: [CH3:9][Si:10]([C:11]#[C:12][C:2]1[CH:3]=[C:4]([OH:8])[CH:5]=[N:6][CH:7]=1)([CH3:14])[CH3:13].